This data is from NCI-60 drug combinations with 297,098 pairs across 59 cell lines. The task is: Regression. Given two drug SMILES strings and cell line genomic features, predict the synergy score measuring deviation from expected non-interaction effect. (1) Cell line: HOP-92. Synergy scores: CSS=48.9, Synergy_ZIP=-2.21, Synergy_Bliss=-2.69, Synergy_Loewe=3.00, Synergy_HSA=6.08. Drug 1: CN(CC1=CN=C2C(=N1)C(=NC(=N2)N)N)C3=CC=C(C=C3)C(=O)NC(CCC(=O)O)C(=O)O. Drug 2: CC1C(C(CC(O1)OC2CC(CC3=C2C(=C4C(=C3O)C(=O)C5=CC=CC=C5C4=O)O)(C(=O)C)O)N)O. (2) Drug 1: CN(C)N=NC1=C(NC=N1)C(=O)N. Drug 2: CC1C(C(CC(O1)OC2CC(CC3=C2C(=C4C(=C3O)C(=O)C5=CC=CC=C5C4=O)O)(C(=O)C)O)N)O. Cell line: A549. Synergy scores: CSS=52.7, Synergy_ZIP=-1.71, Synergy_Bliss=-1.57, Synergy_Loewe=-43.3, Synergy_HSA=-0.841. (3) Drug 1: COC1=CC(=CC(=C1O)OC)C2C3C(COC3=O)C(C4=CC5=C(C=C24)OCO5)OC6C(C(C7C(O6)COC(O7)C8=CC=CS8)O)O. Drug 2: COC1=C2C(=CC3=C1OC=C3)C=CC(=O)O2. Cell line: A498. Synergy scores: CSS=23.6, Synergy_ZIP=4.93, Synergy_Bliss=-0.0228, Synergy_Loewe=-21.5, Synergy_HSA=-2.50. (4) Drug 1: CC1=CC=C(C=C1)C2=CC(=NN2C3=CC=C(C=C3)S(=O)(=O)N)C(F)(F)F. Drug 2: CC(C)(C#N)C1=CC(=CC(=C1)CN2C=NC=N2)C(C)(C)C#N. Cell line: SNB-75. Synergy scores: CSS=2.37, Synergy_ZIP=6.34, Synergy_Bliss=12.9, Synergy_Loewe=0.874, Synergy_HSA=1.86.